Dataset: Reaction yield outcomes from USPTO patents with 853,638 reactions. Task: Predict the reaction yield, written as a fraction of the theoretical maximum amount of product (1.0 means a 100% yield; for example, 0.34 means a 34% yield). The reactants are Cl[C:2]1[C:7]2[CH2:8][N:9]([CH:12]([C:14]3[CH:19]=[CH:18][C:17]([O:20][CH2:21][CH:22]([F:24])[F:23])=[C:16]([CH3:25])[CH:15]=3)[CH3:13])[C:10](=[O:11])[C:6]=2[CH:5]=[CH:4][N:3]=1.[CH:26]([O:28][C:29]1[CH:34]=[CH:33][CH:32]=[CH:31][CH:30]=1)=[O:27]. No catalyst specified. The product is [F:23][CH:22]([F:24])[CH2:21][O:20][C:17]1[CH:18]=[CH:19][C:14]([CH:12]([N:9]2[C:10](=[O:11])[C:6]3[CH:5]=[CH:4][N:3]=[C:2]([C:26]([O:28][C:29]4[CH:34]=[CH:33][CH:32]=[CH:31][CH:30]=4)=[O:27])[C:7]=3[CH2:8]2)[CH3:13])=[CH:15][C:16]=1[CH3:25]. The yield is 0.490.